Task: Predict the reaction yield, written as a fraction of the theoretical maximum amount of product (1.0 means a 100% yield; for example, 0.34 means a 34% yield).. Dataset: Reaction yield outcomes from USPTO patents with 853,638 reactions (1) The reactants are Cl[C:2]1[CH:7]=[C:6]([N:8]2[CH2:13][CH2:12][O:11][CH2:10][CH2:9]2)[N:5]2[N:14]=[C:15]([C:17]3[CH:22]=[CH:21][CH:20]=[CH:19][CH:18]=3)[CH:16]=[C:4]2[N:3]=1.O.[NH2:24][NH2:25].O. The catalyst is O1CCOCC1. The product is [N:8]1([C:6]2[N:5]3[N:14]=[C:15]([C:17]4[CH:22]=[CH:21][CH:20]=[CH:19][CH:18]=4)[CH:16]=[C:4]3[N:3]=[C:2]([NH:24][NH2:25])[CH:7]=2)[CH2:13][CH2:12][O:11][CH2:10][CH2:9]1. The yield is 0.900. (2) The reactants are [CH2:1]1[CH:6]2[CH2:7][C:8]3([NH2:11])[CH2:10][CH:4]([CH2:5]2)[CH2:3][CH:2]1[CH2:9]3.Cl[CH2:13][C:14]1[N:18]=[C:17]([CH3:19])[O:16][N:15]=1. No catalyst specified. The product is [CH3:19][C:17]1[O:16][N:15]=[C:14]([CH2:13][NH:11][C:8]23[CH2:10][CH:4]4[CH2:5][CH:6]([CH2:1][CH:2]([CH2:3]4)[CH2:9]2)[CH2:7]3)[N:18]=1. The yield is 0.770.